Dataset: Forward reaction prediction with 1.9M reactions from USPTO patents (1976-2016). Task: Predict the product of the given reaction. (1) The product is: [C:1]([O:9][CH:10]([CH:21]1[CH2:22][CH2:23][C:24]([F:27])([F:28])[CH2:25][CH2:26]1)[CH:11]1[CH2:20][CH2:19][C:14](=[O:15])[CH2:13][CH2:12]1)(=[O:8])[C:2]1[CH:3]=[CH:4][CH:5]=[CH:6][CH:7]=1. Given the reactants [C:1]([O:9][CH:10]([CH:21]1[CH2:26][CH2:25][C:24]([F:28])([F:27])[CH2:23][CH2:22]1)[C:11]1[CH2:20][CH2:19][C:14]2(OCC[O:15]2)[CH2:13][CH:12]=1)(=[O:8])[C:2]1[CH:7]=[CH:6][CH:5]=[CH:4][CH:3]=1, predict the reaction product. (2) Given the reactants [NH2:1][C:2]1([C:7]([OH:9])=O)[CH2:6][CH2:5][CH2:4][CH2:3]1.OC[C:12]1(N)[CH2:16][CH2:15][CH2:14][CH2:13]1.OCCN.C1(=O)CCCC1, predict the reaction product. The product is: [CH2:3]1[C:2]2([CH2:7][O:9][C:12]3([CH2:16][CH2:15][CH2:14][CH2:13]3)[NH:1]2)[CH2:6][CH2:5][CH2:4]1. (3) Given the reactants [Cl:1][C:2]1[CH:7]=[CH:6][CH:5]=[CH:4][C:3]=1[N:8]1[C:12]([C:13]2[S:14][C:15]([C:18]3[CH:23]=[CH:22][CH:21]=[C:20]([S:24]([CH3:27])(=[O:26])=[O:25])[CH:19]=3)=[CH:16][CH:17]=2)=[CH:11][C:10]([CH2:28][C:29]([O:31]C)=O)=[N:9]1.[CH2:33]([NH2:35])[CH3:34].Cl.C(N)C, predict the reaction product. The product is: [Cl:1][C:2]1[CH:7]=[CH:6][CH:5]=[CH:4][C:3]=1[N:8]1[C:12]([C:13]2[S:14][C:15]([C:18]3[CH:23]=[CH:22][CH:21]=[C:20]([S:24]([CH3:27])(=[O:25])=[O:26])[CH:19]=3)=[CH:16][CH:17]=2)=[CH:11][C:10]([CH2:28][C:29]([NH:35][CH2:33][CH3:34])=[O:31])=[N:9]1. (4) Given the reactants Br[CH2:2][C:3]1[C:4](=[O:16])[NH:5][C:6]2[C:11]([CH:12]=1)=[CH:10][C:9]([Cl:13])=[CH:8][C:7]=2[O:14][CH3:15].[NH2:17][C:18]1[CH:25]=[CH:24][C:21]([C:22]#[N:23])=[C:20]([O:26][CH3:27])[CH:19]=1.C([O-])([O-])=O.[K+].[K+], predict the reaction product. The product is: [Cl:13][C:9]1[CH:10]=[C:11]2[C:6](=[C:7]([O:14][CH3:15])[CH:8]=1)[NH:5][C:4](=[O:16])[C:3]([CH2:2][NH:17][C:18]1[CH:25]=[CH:24][C:21]([C:22]#[N:23])=[C:20]([O:26][CH3:27])[CH:19]=1)=[CH:12]2. (5) Given the reactants I[C:2]1[C:3](=[O:31])[N:4]([CH2:23][CH2:24][C:25]2[CH:30]=[CH:29][CH:28]=[CH:27][CH:26]=2)[C:5]([C:9]2[CH:14]=[CH:13][CH:12]=[CH:11][C:10]=2[O:15]CC2C=CC=CC=2)=[N:6][C:7]=1[CH3:8].F[P-](F)(F)(F)(F)F.C([N+]1C=CN(C)C=1)C.[NH:47]1[CH2:52][CH2:51][CH2:50][CH2:49][CH2:48]1, predict the reaction product. The product is: [OH:15][C:10]1[CH:11]=[CH:12][CH:13]=[CH:14][C:9]=1[C:5]1[N:4]([CH2:23][CH2:24][C:25]2[CH:30]=[CH:29][CH:28]=[CH:27][CH:26]=2)[C:3](=[O:31])[CH:2]=[C:7]([CH2:8][N:47]2[CH2:52][CH2:51][CH2:50][CH2:49][CH2:48]2)[N:6]=1. (6) Given the reactants [C:1]([O:5][C:6]([NH:8][CH2:9][CH2:10][C:11]([OH:13])=O)=[O:7])([CH3:4])([CH3:3])[CH3:2].C1C=CC2N(O)N=NC=2C=1.CCN=C=NCCCN(C)C.Cl.Cl.[C:37]1([C:43]2[CH:44]=[C:45]([CH2:52][O:53][C:54]3[CH:55]=[C:56]4[C:60](=[CH:61][CH:62]=3)[NH:59][CH2:58][CH2:57]4)[S:46][C:47]=2[C:48]([F:51])([F:50])[F:49])[CH:42]=[CH:41][CH:40]=[CH:39][CH:38]=1, predict the reaction product. The product is: [C:1]([O:5][C:6]([NH:8][CH2:9][CH2:10][C:11]([N:59]1[C:60]2[C:56](=[CH:55][C:54]([O:53][CH2:52][C:45]3[S:46][C:47]([C:48]([F:50])([F:49])[F:51])=[C:43]([C:37]4[CH:42]=[CH:41][CH:40]=[CH:39][CH:38]=4)[CH:44]=3)=[CH:62][CH:61]=2)[CH2:57][CH2:58]1)=[O:13])=[O:7])([CH3:2])([CH3:3])[CH3:4]. (7) Given the reactants [NH2:1][C:2]1[CH:3]=[C:4]([CH:7]=[C:8]([NH2:18])[C:9]=1[C:10]1[C:11](F)=[N:12][CH:13]=[C:14]([CH3:16])[CH:15]=1)[C:5]#[N:6], predict the reaction product. The product is: [NH2:1][C:2]1[CH:3]=[C:4]([C:5]#[N:6])[CH:7]=[C:8]2[C:9]=1[C:10]1[CH:15]=[C:14]([CH3:16])[CH:13]=[N:12][C:11]=1[NH:18]2.